Dataset: Experimentally validated miRNA-target interactions with 360,000+ pairs, plus equal number of negative samples. Task: Binary Classification. Given a miRNA mature sequence and a target amino acid sequence, predict their likelihood of interaction. (1) The miRNA is hsa-miR-19b-3p with sequence UGUGCAAAUCCAUGCAAAACUGA. The protein sequence of the target gene is MEEEASSPGLGCSKPHLEKLTLGITRILESSPGVTEVTIIEKPPAERHMISSWEQKNNCVMPEDVKNFYLMTNGFHMTWSVKLDEHIIPLGSMAINSISKLTQLTQSSMYSLPNAPTLADLEDDTHEASDDQPEKPHFDSRSVIFELDSCNGSGKVCLVYKSGKPALAEDTEIWFLDRALYWHFLTDTFTAYYRLLITHLGLPQWQYAFTSYGISPQAKQWFSMYKPITYNTNLLTEETDSFVNKLDPSKVFKSKNKIVIPKKKGPVQPAGGQKGPSGPSGPSTSSTSKSSSGSGNPTRK.... Result: 1 (interaction). (2) The miRNA is hsa-miR-4689 with sequence UUGAGGAGACAUGGUGGGGGCC. The protein sequence of the target gene is MTKDKNSPGLKKKSQSVDINAPGFNPLAGAGKQTPQASKPPAPKTPIIEEEQNNAANTQKHPSRRSELKRFYTIDTGQKKTLDKKDGRRMSFQKPKGTIEYTVESRDSLNSIALKFDTTPNELVQLNKLFSRAVVTGQVLYVPDPEYVSSVESSPSLSPVSPLSPTSSEAEFDKTTNPDVHPTEATPSSTFTGIRPARVVSSTSEEEEAFTEKFLKINCKYITSGKGTVSGVLLVTPNNIMFDPHKNDPLVQENGCEEYGIMCPMEEVMSAAMYKEILDSKIKESLPIDIDQLSGRDFCH.... Result: 1 (interaction).